From a dataset of Full USPTO retrosynthesis dataset with 1.9M reactions from patents (1976-2016). Predict the reactants needed to synthesize the given product. (1) Given the product [Cl:6][C:7]1[CH:8]=[CH:9][C:10]([C:13]([N:1]2[CH2:5][CH2:4][CH2:3][CH2:2]2)=[O:14])=[CH:11][N:12]=1, predict the reactants needed to synthesize it. The reactants are: [NH:1]1[CH2:5][CH2:4][CH2:3][CH2:2]1.[Cl:6][C:7]1[N:12]=[CH:11][C:10]([C:13](Cl)=[O:14])=[CH:9][CH:8]=1. (2) The reactants are: [CH3:1][N:2]([CH3:14])[C:3]([C:5]1[CH:13]=[C:12]2[C:8]([CH:9]=[CH:10][NH:11]2)=[CH:7][CH:6]=1)=O.C([BH3-])#N.[Na+].O.[OH-].[Na+].[Cl:22]CCl. Given the product [ClH:22].[ClH:22].[NH:11]1[C:12]2[C:8](=[CH:7][CH:6]=[C:5]([CH2:3][N:2]([CH3:14])[CH3:1])[CH:13]=2)[CH2:9][CH2:10]1, predict the reactants needed to synthesize it. (3) Given the product [F:25][C:13]1[CH:12]=[C:11]([N:6]2[C:7]3[CH:8]=[CH:9][CH:10]=[C:2]([OH:26])[C:3]=3[CH:4]=[N:5]2)[CH:16]=[CH:15][C:14]=1[O:17][CH2:18][C:19]1[CH:24]=[CH:23][CH:22]=[CH:21][CH:20]=1, predict the reactants needed to synthesize it. The reactants are: Br[C:2]1[CH:10]=[CH:9][CH:8]=[C:7]2[C:3]=1[CH:4]=[N:5][N:6]2[C:11]1[CH:16]=[CH:15][C:14]([O:17][CH2:18][C:19]2[CH:24]=[CH:23][CH:22]=[CH:21][CH:20]=2)=[C:13]([F:25])[CH:12]=1.[OH-:26].[K+].Cl. (4) The reactants are: [OH-].[Li+].C(O/[C:6](=[CH:12]\[C:13]1[CH:18]=[CH:17][C:16]([C:19]2[CH:24]=[CH:23][CH:22]=[C:21]([N:25]([CH3:34])[C:26]([NH:28][CH2:29][CH2:30][CH2:31][CH2:32][CH3:33])=[O:27])[N:20]=2)=[CH:15][CH:14]=1)/[C:7]([O:9]CC)=[O:8])C.[C:35](O)(=[O:37])[CH3:36].O. Given the product [CH3:36][CH2:35][O:37]/[C:12](/[C:13]1[CH:18]=[CH:17][C:16]([C:19]2[CH:24]=[CH:23][CH:22]=[C:21]([N:25]([CH3:34])[C:26]([NH:28][CH2:29][CH2:30][CH2:31][CH2:32][CH3:33])=[O:27])[N:20]=2)=[CH:15][CH:14]=1)=[CH:6]\[C:7]([OH:9])=[O:8], predict the reactants needed to synthesize it.